Dataset: Forward reaction prediction with 1.9M reactions from USPTO patents (1976-2016). Task: Predict the product of the given reaction. (1) Given the reactants Cl[C:2]1[C:7]([C:8]#[N:9])=[C:6]([Cl:10])[N:5]=[C:4]([NH:11][CH2:12][CH2:13][OH:14])[N:3]=1.[NH2:15][CH2:16][CH:17]1[CH2:19][CH2:18]1.C(N(C(C)C)C(C)C)C, predict the reaction product. The product is: [Cl:10][C:6]1[C:7]([C:8]#[N:9])=[C:2]([NH:15][CH2:16][CH:17]2[CH2:19][CH2:18]2)[N:3]=[C:4]([NH:11][CH2:12][CH2:13][OH:14])[N:5]=1. (2) Given the reactants [CH3:1][C:2]([C:5]1[NH:9][C:8]2[CH2:10][CH2:11][CH2:12][CH2:13][C:14](=[O:15])[C:7]=2[N:6]=1)([CH3:4])[CH3:3].[Cl:16][C:17]1[CH:24]=[CH:23][C:20]([CH2:21]Br)=[CH:19][CH:18]=1.C1(C)C=CC=CC=1.[NH4+].[Cl-], predict the reaction product. The product is: [Cl:16][C:17]1[CH:24]=[CH:23][C:20]([CH2:21][N:6]2[C:7]3[C:14](=[O:15])[CH2:13][CH2:12][CH2:11][CH2:10][C:8]=3[N:9]=[C:5]2[C:2]([CH3:1])([CH3:3])[CH3:4])=[CH:19][CH:18]=1. (3) Given the reactants [CH2:1]([O:3][C:4]([C:6]1[CH:11]=[C:10]([C:12]#[N:13])[CH:9]=[C:8]([CH3:14])[N:7]=1)=[O:5])[CH3:2].C([O:17]C(C1C=C(Br)C=C(CO)N=1)=O)C, predict the reaction product. The product is: [CH2:1]([O:3][C:4]([C:6]1[CH:11]=[C:10]([C:12]#[N:13])[CH:9]=[C:8]([CH2:14][OH:17])[N:7]=1)=[O:5])[CH3:2].